This data is from TCR-epitope binding with 47,182 pairs between 192 epitopes and 23,139 TCRs. The task is: Binary Classification. Given a T-cell receptor sequence (or CDR3 region) and an epitope sequence, predict whether binding occurs between them. (1) The epitope is GTITVEELK. The TCR CDR3 sequence is CSAKGGASDTQYF. Result: 1 (the TCR binds to the epitope). (2) The epitope is FLNRFTTTL. The TCR CDR3 sequence is CASSEGTEAFF. Result: 1 (the TCR binds to the epitope). (3) The epitope is VLWAHGFEL. The TCR CDR3 sequence is CASSGGRELFF. Result: 0 (the TCR does not bind to the epitope). (4) The epitope is ELAGIGILTV. The TCR CDR3 sequence is CASSPPMPGRNEAFF. Result: 1 (the TCR binds to the epitope). (5) The TCR CDR3 sequence is CASSRLAGGLRHEQFF. The epitope is AIMTRCLAV. Result: 0 (the TCR does not bind to the epitope). (6) The epitope is LEPLVDLPI. The TCR CDR3 sequence is CASSFEGAQETQYF. Result: 0 (the TCR does not bind to the epitope). (7) The epitope is VSFIEFVGW. The TCR CDR3 sequence is CASSLGGQKETQYF. Result: 0 (the TCR does not bind to the epitope). (8) Result: 0 (the TCR does not bind to the epitope). The epitope is HTTDPSFLGRY. The TCR CDR3 sequence is CASSPQGTGVPYEQYF.